From a dataset of Full USPTO retrosynthesis dataset with 1.9M reactions from patents (1976-2016). Predict the reactants needed to synthesize the given product. (1) Given the product [C:1]1([C:43]2[CH:48]=[CH:47][CH:46]=[CH:45][CH:44]=2)[CH:2]=[CH:3][C:4]([C@@:7]2([O:41][CH3:42])[CH2:40][N:10]3[C:11](=[O:39])[C@@H:12]([NH:31][C:32]([O:34][C:35]([CH3:37])([CH3:38])[CH3:36])=[O:33])[CH2:13][CH2:14][CH2:15][CH2:16][CH2:17][CH:18]=[CH:19][C@@H:20]4[CH2:25][C@@:21]4([C:26]([OH:28])=[O:27])[NH:22][C:23](=[O:24])[C@@H:9]3[CH2:8]2)=[CH:5][CH:6]=1, predict the reactants needed to synthesize it. The reactants are: [C:1]1([C:43]2[CH:48]=[CH:47][CH:46]=[CH:45][CH:44]=2)[CH:6]=[CH:5][C:4]([C@@:7]2([O:41][CH3:42])[CH2:40][N:10]3[C:11](=[O:39])[C@@H:12]([NH:31][C:32]([O:34][C:35]([CH3:38])([CH3:37])[CH3:36])=[O:33])[CH2:13][CH2:14][CH2:15][CH2:16][CH2:17][CH:18]=[CH:19][C@@H:20]4[CH2:25][C@@:21]4([C:26]([O:28]CC)=[O:27])[NH:22][C:23](=[O:24])[C@@H:9]3[CH2:8]2)=[CH:3][CH:2]=1.O.CO. (2) Given the product [CH3:30][O:29][C:27](=[O:28])[C:26]1[CH:31]=[CH:32][C:23]([N:16]2[CH:17]=[C:13]([C:12]3[C:8]([C:5]4[CH:6]=[CH:7][C:2]([Cl:1])=[CH:3][CH:4]=4)=[N:9][O:10][C:11]=3[C:18]([F:21])([F:19])[F:20])[N:14]=[CH:15]2)=[N:24][CH:25]=1, predict the reactants needed to synthesize it. The reactants are: [Cl:1][C:2]1[CH:7]=[CH:6][C:5]([C:8]2[C:12]([C:13]3[N:14]=[CH:15][NH:16][CH:17]=3)=[C:11]([C:18]([F:21])([F:20])[F:19])[O:10][N:9]=2)=[CH:4][CH:3]=1.Cl[C:23]1[CH:32]=[CH:31][C:26]([C:27]([O:29][CH3:30])=[O:28])=[CH:25][N:24]=1. (3) Given the product [OH:22][C:9]1[C:10]([C:13]2([C:16]3[CH:21]=[CH:20][CH:19]=[CH:18][CH:17]=3)[CH2:15][CH2:14]2)=[N:11][C:12]2[C:7]([C:8]=1[C:23]([OH:25])=[O:24])=[CH:6][C:5]([CH3:26])=[CH:4][CH:3]=2, predict the reactants needed to synthesize it. The reactants are: C([C:3]1[CH:4]=[CH:5][CH:6]=[C:7]2[C:12]=1[N:11]=[C:10]([C:13]1([C:16]3[CH:21]=[CH:20][CH:19]=[CH:18][CH:17]=3)[CH2:15][CH2:14]1)[C:9]([OH:22])=[C:8]2[C:23]([OH:25])=[O:24])C.[CH3:26]C1C=C2C(=CC=1)NC(=O)C2=O. (4) The reactants are: Br[C:2]1[CH:7]=[CH:6][C:5]([CH2:8][C:9]2[C:10]([O:15][C@@H:16]3[O:33][C@H:32]([CH2:34][O:35][C:36](=[O:38])[CH3:37])[C@@H:27]([O:28][C:29](=[O:31])[CH3:30])[C@H:22]([O:23][C:24](=[O:26])[CH3:25])[C@H:17]3[O:18][C:19](=[O:21])[CH3:20])=[N:11][NH:12][C:13]=2[CH3:14])=[CH:4][CH:3]=1.[F:39][C:40]1[CH:45]=[CH:44][C:43](B(O)O)=[CH:42][CH:41]=1.[F-].[Cs+]. Given the product [F:39][C:40]1[CH:45]=[CH:44][C:43]([C:2]2[CH:3]=[CH:4][C:5]([CH2:8][C:9]3[C:10]([O:15][C@@H:16]4[O:33][C@H:32]([CH2:27][O:28][C:29](=[O:31])[CH3:30])[C@@H:34]([O:35][C:36](=[O:38])[CH3:37])[C@H:22]([O:23][C:24](=[O:26])[CH3:25])[C@H:17]4[O:18][C:19](=[O:21])[CH3:20])=[N:11][NH:12][C:13]=3[CH3:14])=[CH:6][CH:7]=2)=[CH:42][CH:41]=1, predict the reactants needed to synthesize it. (5) The reactants are: [CH:1]([C:3]1[CH:10]=[CH:9][C:6]([C:7]#[N:8])=[CH:5][C:4]=1[CH:11]=[CH2:12])=[O:2]. Given the product [CH2:11]([C:4]1[CH:5]=[C:6]([CH:9]=[CH:10][C:3]=1[CH:1]=[O:2])[C:7]#[N:8])[CH3:12], predict the reactants needed to synthesize it. (6) Given the product [Cl:23][C:16]1[C:15]2[N:14]=[C:13]([CH2:24][Cl:25])[N:12]([C@@H:10]([CH3:11])[CH2:9][OH:8])[C:20]=2[C:19]([CH3:21])=[C:18]([CH3:22])[N:17]=1, predict the reactants needed to synthesize it. The reactants are: [Si]([O:8][CH2:9][C@@H:10]([N:12]1[C:20]2[C:19]([CH3:21])=[C:18]([CH3:22])[N:17]=[C:16]([Cl:23])[C:15]=2[N:14]=[C:13]1[CH2:24][Cl:25])[CH3:11])(C(C)(C)C)(C)C.[F-].C([N+](CCCC)(CCCC)CCCC)CCC.C([O-])(O)=O.[Na+].C(Cl)Cl. (7) The reactants are: C(OC([NH:8][CH2:9][CH2:10][CH2:11][N:12]1[C:16]2[CH:17]=[CH:18][C:19]([C:21]([OH:23])=O)=[CH:20][C:15]=2[N:14]=[CH:13]1)=O)(C)(C)C.[NH2:24][C:25]1[N:26]=[N:27][C:28]([C:31]2[O:32][CH:33]=[CH:34][CH:35]=2)=[CH:29][CH:30]=1. Given the product [O:32]1[CH:33]=[CH:34][CH:35]=[C:31]1[C:28]1[N:27]=[N:26][C:25]([NH:24][C:21]([C:19]2[CH:18]=[CH:17][C:16]3[N:12]([CH2:11][CH2:10][CH2:9][NH2:8])[CH:13]=[N:14][C:15]=3[CH:20]=2)=[O:23])=[CH:30][CH:29]=1, predict the reactants needed to synthesize it.